Predict which catalyst facilitates the given reaction. From a dataset of Catalyst prediction with 721,799 reactions and 888 catalyst types from USPTO. (1) Reactant: [Cl:1][C:2]1[CH:7]=[CH:6][N:5]=[C:4]2[NH:8][CH:9]=[C:10]([N+:11]([O-:13])=[O:12])[C:3]=12.[Br:14]N1C(=O)CCC1=O.O. Product: [Br:14][C:7]1[C:2]([Cl:1])=[C:3]2[C:10]([N+:11]([O-:13])=[O:12])=[CH:9][NH:8][C:4]2=[N:5][CH:6]=1. The catalyst class is: 15. (2) Reactant: [CH2:1]([C@H:8]1[CH2:12][O:11][C:10](=[O:13])[N:9]1[C:14](=[O:18])[CH2:15][CH2:16][CH3:17])[C:2]1[CH:7]=[CH:6][CH:5]=[CH:4][CH:3]=1.C[Si]([N-][Si](C)(C)C)(C)C.[Na+].[F:29][C:30]([F:40])([F:39])[C:31]1[CH:38]=[CH:37][C:34]([CH2:35]Br)=[CH:33][CH:32]=1.Cl. Product: [CH2:1]([C@H:8]1[CH2:12][O:11][C:10](=[O:13])[N:9]1[C:14](=[O:18])[C@@H:15]([CH2:35][C:34]1[CH:33]=[CH:32][C:31]([C:30]([F:29])([F:39])[F:40])=[CH:38][CH:37]=1)[CH2:16][CH3:17])[C:2]1[CH:3]=[CH:4][CH:5]=[CH:6][CH:7]=1. The catalyst class is: 1. (3) Reactant: [CH3:1][C:2]1[CH:3]=[CH:4][C:5]([N+:11]([O-:13])=[O:12])=[C:6]([CH:10]=1)[C:7]([OH:9])=[O:8].[C:14](=O)([O-])[O-].[K+].[K+].CI.Cl. Product: [CH3:14][O:8][C:7](=[O:9])[C:6]1[CH:10]=[C:2]([CH3:1])[CH:3]=[CH:4][C:5]=1[N+:11]([O-:13])=[O:12]. The catalyst class is: 35. (4) Reactant: [NH:1]1[C:11]2[C:6](=[CH:7][CH:8]=[CH:9][CH:10]=2)[C:4](=[O:5])[C:2]1=[O:3].[H-].[Na+].Br[CH2:15][CH2:16][CH:17]([CH3:19])[CH3:18]. Product: [CH2:15]([N:1]1[C:11]2[C:6](=[CH:7][CH:8]=[CH:9][CH:10]=2)[C:4](=[O:5])[C:2]1=[O:3])[CH2:16][CH:17]([CH3:19])[CH3:18]. The catalyst class is: 3. (5) Reactant: [CH3:1][C:2]1[C:3]([NH:22][CH:23]2[CH2:28][CH2:27][N:26](C(OC(C)(C)C)=O)[CH2:25][CH2:24]2)=[N:4][C:5]2[C:10]([N:11]=1)=[CH:9][CH:8]=[CH:7][C:6]=2[C:12]1[NH:20][C:19]2[CH2:18][CH2:17][NH:16][C:15](=[O:21])[C:14]=2[CH:13]=1.C(O)(C(F)(F)F)=O.C([O-])(O)=O.[Na+]. Product: [CH3:1][C:2]1[C:3]([NH:22][CH:23]2[CH2:28][CH2:27][NH:26][CH2:25][CH2:24]2)=[N:4][C:5]2[C:10](=[CH:9][CH:8]=[CH:7][C:6]=2[C:12]2[NH:20][C:19]3[CH2:18][CH2:17][NH:16][C:15](=[O:21])[C:14]=3[CH:13]=2)[N:11]=1. The catalyst class is: 2. (6) Reactant: Br[C:2]1[C:14](=[O:15])[N:13]([CH:16]2[CH2:20][CH2:19][CH2:18][CH2:17]2)[C:5]2[N:6]=[C:7]([NH:11][CH3:12])[N:8]=[C:9]([CH3:10])[C:4]=2[CH:3]=1.C[O:22][B:23](OC)[O:24]C.[Li]CCCC. Product: [CH:16]1([N:13]2[C:5]3[N:6]=[C:7]([NH:11][CH3:12])[N:8]=[C:9]([CH3:10])[C:4]=3[CH:3]=[C:2]([B:23]([OH:24])[OH:22])[C:14]2=[O:15])[CH2:20][CH2:19][CH2:18][CH2:17]1. The catalyst class is: 1.